From a dataset of Full USPTO retrosynthesis dataset with 1.9M reactions from patents (1976-2016). Predict the reactants needed to synthesize the given product. (1) Given the product [N+:1]([C:4]1[CH:9]=[CH:8][CH:7]=[CH:6][CH:5]=1)(=[N:17][C:12]1[CH:13]=[CH:14][CH:15]=[CH:16][CH:11]=1)[O-:3], predict the reactants needed to synthesize it. The reactants are: [N+:1]([C:4]1[CH:9]=[CH:8][CH:7]=[CH:6][CH:5]=1)([O-:3])=O.C[C:11]1[CH:16]=[CH:15][CH:14]=[CH:13][C:12]=1[N+:17]([O-])=O. (2) Given the product [Cl:12][C:5]1[C:4]2[C:9](=[CH:10][CH:11]=[C:2]([NH:20][S:17]([N:13]3[CH2:16][CH2:15][CH2:14]3)(=[O:19])=[O:18])[CH:3]=2)[CH:8]=[N:7][CH:6]=1, predict the reactants needed to synthesize it. The reactants are: Br[C:2]1[CH:3]=[C:4]2[C:9](=[CH:10][CH:11]=1)[CH:8]=[N:7][CH:6]=[C:5]2[Cl:12].[N:13]1([S:17]([NH2:20])(=[O:19])=[O:18])[CH2:16][CH2:15][CH2:14]1.[O-]P([O-])([O-])=O.[K+].[K+].[K+].CC1(C)C2C(=C(P(C3C=CC=CC=3)C3C=CC=CC=3)C=CC=2)OC2C(P(C3C=CC=CC=3)C3C=CC=CC=3)=CC=CC1=2. (3) Given the product [CH2:49]([N:48]([C:45]1[CH:46]=[CH:47][C:42]([F:41])=[CH:43][C:44]=1[CH:66]1[CH2:75][CH2:74][C:73]2[C:68](=[CH:69][CH:70]=[C:71]([O:76][CH3:77])[CH:72]=2)[CH2:67]1)[CH2:26][C:25]1[CH:29]=[CH:30][C:31]([O:32][CH2:33][CH2:34][N:35]2[CH2:40][CH2:39][CH2:38][CH2:37][CH2:36]2)=[C:23]([F:22])[CH:24]=1)[CH3:50], predict the reactants needed to synthesize it. The reactants are: FC1C=CC(N)=C(C2CCC3C(=CC=C(OC)C=3)C2)C=1.Cl.[F:22][C:23]1[CH:24]=[C:25]([CH:29]=[CH:30][C:31]=1[O:32][CH2:33][CH2:34][N:35]1[CH2:40][CH2:39][CH2:38][CH2:37][CH2:36]1)[C:26](O)=O.[F:41][C:42]1[CH:47]=[CH:46][C:45]([NH:48][CH2:49][C:50]2C=CC(OCCN3CCCCC3)=C(F)C=2)=[C:44]([CH:66]2[CH2:75][CH2:74][C:73]3[C:68](=[CH:69][CH:70]=[C:71]([O:76][CH3:77])[CH:72]=3)[CH2:67]2)[CH:43]=1. (4) Given the product [NH:18]1[CH:19]=[N:20][C:16]([C:12]2[CH:11]=[C:10]3[C:15](=[CH:14][CH:13]=2)[NH:7][N:8]=[C:9]3[C:40]2[CH:41]=[C:42]([NH:46][C:9]([C:10]3[CH:15]=[CH:14][C:13]([Cl:47])=[CH:12][CH:11]=3)=[O:48])[CH:43]=[CH:44][CH:45]=2)=[N:17]1, predict the reactants needed to synthesize it. The reactants are: O1CCCCC1[N:7]1[C:15]2[C:10](=[CH:11][C:12]([C:16]3[N:20]=[CH:19][N:18](C(C4C=CC=CC=4)(C4C=CC=CC=4)C4C=CC=CC=4)[N:17]=3)=[CH:13][CH:14]=2)[C:9]([C:40]2[CH:41]=[C:42]([NH2:46])[CH:43]=[CH:44][CH:45]=2)=[N:8]1.[Cl-:47].[OH2:48]. (5) Given the product [ClH:1].[CH3:2][O:3][C:4](=[O:10])[C@:5]([NH2:9])([CH3:8])[CH2:6][CH3:7], predict the reactants needed to synthesize it. The reactants are: [ClH:1].[CH3:2][O:3][C:4](=[O:10])[C@@:5]([NH2:9])([CH3:8])[CH2:6][CH3:7].C1C=CC([C@H](N)CO)=CC=1. (6) Given the product [Cl:1][C:2]1[C:11]2[C:6](=[CH:7][CH:8]=[CH:9][CH:10]=2)[N:5]=[C:4]([C:12]([C:21]2[CH:22]=[CH:23][C:18]([F:17])=[CH:19][CH:20]=2)=[O:14])[CH:3]=1, predict the reactants needed to synthesize it. The reactants are: [Cl:1][C:2]1[C:11]2[C:6](=[CH:7][CH:8]=[CH:9][CH:10]=2)[N:5]=[C:4]([C:12]([O:14]CC)=O)[CH:3]=1.[F:17][C:18]1[CH:23]=[CH:22][C:21]([Mg]Br)=[CH:20][CH:19]=1.C(OCC)C. (7) Given the product [Br:1][C:2]1[C:3]([N:12]2[CH2:17][CH2:16][N:15]([CH2:18][C:19]3[N:20]=[C:21]([CH3:24])[S:22][CH:23]=3)[CH2:14][CH2:13]2)=[C:4]2[N:9]=[C:25]([C:27]3[CH:28]=[CH:29][C:30]([N:33]4[CH2:34][CH2:35][N:36]([C:39]([O:41][C:42]([CH3:45])([CH3:44])[CH3:43])=[O:40])[CH2:37][CH2:38]4)=[CH:31][CH:32]=3)[NH:8][C:5]2=[N:6][CH:7]=1, predict the reactants needed to synthesize it. The reactants are: [Br:1][C:2]1[C:3]([N:12]2[CH2:17][CH2:16][N:15]([CH2:18][C:19]3[N:20]=[C:21]([CH3:24])[S:22][CH:23]=3)[CH2:14][CH2:13]2)=[C:4]([N+:9]([O-])=O)[C:5]([NH2:8])=[N:6][CH:7]=1.[CH:25]([C:27]1[CH:32]=[CH:31][C:30]([N:33]2[CH2:38][CH2:37][N:36]([C:39]([O:41][C:42]([CH3:45])([CH3:44])[CH3:43])=[O:40])[CH2:35][CH2:34]2)=[CH:29][CH:28]=1)=O.[O-]S(S([O-])=O)=O.[Na+].[Na+]. (8) The reactants are: [OH:1][C:2]1([C:9]2[S:13][C:12]([CH:14]([CH3:16])[CH3:15])=[N:11][CH:10]=2)[CH2:7][CH2:6][C:5](=O)[CH2:4][CH2:3]1.[NH:17]1[CH2:21][CH2:20][C@@H:19]([NH:22][C:23](=[O:29])[O:24][C:25]([CH3:28])([CH3:27])[CH3:26])[CH2:18]1. Given the product [C:25]([O:24][C:23](=[O:29])[NH:22][C@@H:19]1[CH2:20][CH2:21][N:17]([CH:5]2[CH2:6][CH2:7][C:2]([OH:1])([C:9]3[S:13][C:12]([CH:14]([CH3:16])[CH3:15])=[N:11][CH:10]=3)[CH2:3][CH2:4]2)[CH2:18]1)([CH3:28])([CH3:26])[CH3:27], predict the reactants needed to synthesize it. (9) Given the product [Cl:1][C:2]1[CH:3]=[CH:4][C:5]([N:8]2[CH:12]=[C:11]([CH2:13][CH2:14][CH2:15][O:16][C:23]3[C:22]([CH2:20][CH3:21])=[CH:27][CH:26]=[CH:25][C:24]=3[CH2:28][C:29]([O:31][CH3:32])=[O:30])[C:10]([CH:17]([CH3:19])[CH3:18])=[N:9]2)=[N:6][CH:7]=1, predict the reactants needed to synthesize it. The reactants are: [Cl:1][C:2]1[CH:3]=[CH:4][C:5]([N:8]2[CH:12]=[C:11]([CH2:13][CH2:14][CH2:15][OH:16])[C:10]([CH:17]([CH3:19])[CH3:18])=[N:9]2)=[N:6][CH:7]=1.[CH2:20]([C:22]1[C:23](O)=[C:24]([CH2:28][C:29]([O:31][CH3:32])=[O:30])[CH:25]=[CH:26][CH:27]=1)[CH3:21].C(P(CCCC)CCCC)CCC.N(C(N1CCCCC1)=O)=NC(N1CCCCC1)=O.